Predict the product of the given reaction. From a dataset of Forward reaction prediction with 1.9M reactions from USPTO patents (1976-2016). (1) Given the reactants Cl.CN(C)CCCN=C=NCC.Cl.[CH3:14][O:15][CH:16]1[CH2:21][CH2:20][NH:19][CH2:18][CH2:17]1.[F:22][C:23]1[CH:31]=[CH:30][C:29]([CH2:32][C:33]2[C:42]3[C:37](=[CH:38][CH:39]=[CH:40][CH:41]=3)[C:36](=[O:43])[NH:35][N:34]=2)=[CH:28][C:24]=1[C:25](O)=[O:26], predict the reaction product. The product is: [F:22][C:23]1[CH:31]=[CH:30][C:29]([CH2:32][C:33]2[C:42]3[C:37](=[CH:38][CH:39]=[CH:40][CH:41]=3)[C:36](=[O:43])[NH:35][N:34]=2)=[CH:28][C:24]=1[C:25]([N:19]1[CH2:20][CH2:21][CH:16]([O:15][CH3:14])[CH2:17][CH2:18]1)=[O:26]. (2) Given the reactants [CH2:1]([OH:8])[C:2]1[CH:7]=[CH:6][CH:5]=[CH:4][CH:3]=1.[H-].[Na+].Cl[C:12]1[C:17]([C:18]#[N:19])=[C:16]([NH:20][C:21]2[CH:26]=[CH:25][C:24]([I:27])=[CH:23][CH:22]=2)[N:15]=[C:14]([S:28][CH3:29])[N:13]=1, predict the reaction product. The product is: [CH2:1]([O:8][C:12]1[C:17]([C:18]#[N:19])=[C:16]([NH:20][C:21]2[CH:26]=[CH:25][C:24]([I:27])=[CH:23][CH:22]=2)[N:15]=[C:14]([S:28][CH3:29])[N:13]=1)[C:2]1[CH:7]=[CH:6][CH:5]=[CH:4][CH:3]=1. (3) Given the reactants [CH2:1]([O:8][C:9](=[O:36])[C@@H:10]([NH:28][C:29]([O:31][C:32]([CH3:35])([CH3:34])[CH3:33])=[O:30])[CH2:11][CH2:12][C:13](=O)[NH:14][C:15]1[CH:20]=[C:19]([Cl:21])[C:18]([Cl:22])=[CH:17][C:16]=1[NH:23][CH2:24][CH2:25][CH3:26])[C:2]1[CH:7]=[CH:6][CH:5]=[CH:4][CH:3]=1, predict the reaction product. The product is: [CH2:1]([O:8][C:9](=[O:36])[C@@H:10]([NH:28][C:29]([O:31][C:32]([CH3:35])([CH3:34])[CH3:33])=[O:30])[CH2:11][CH2:12][C:13]1[N:23]([CH2:24][CH2:25][CH3:26])[C:16]2[CH:17]=[C:18]([Cl:22])[C:19]([Cl:21])=[CH:20][C:15]=2[N:14]=1)[C:2]1[CH:7]=[CH:6][CH:5]=[CH:4][CH:3]=1. (4) Given the reactants [Cl:1][C:2]1[CH:7]=[CH:6][C:5]([C:8]2[O:12][N:11]=[CH:10][C:9]=2[CH2:13][CH2:14][C:15](OC)=[O:16])=[CH:4][C:3]=1[F:19].[H-].C([Al+]CC(C)C)C(C)C.Cl, predict the reaction product. The product is: [Cl:1][C:2]1[CH:7]=[CH:6][C:5]([C:8]2[O:12][N:11]=[CH:10][C:9]=2[CH2:13][CH2:14][CH2:15][OH:16])=[CH:4][C:3]=1[F:19]. (5) The product is: [NH2:24][C:20]1[N:19]=[C:18]([C:15]2[S:14][C:13]3[CH:25]=[CH:26][C:10]([S:9][C:5]4[CH:4]=[C:3]([CH:8]=[CH:7][CH:6]=4)[C:31]([O:33][CH3:34])=[O:32])=[CH:11][C:12]=3[C:16]=2[CH3:17])[CH:23]=[CH:22][N:21]=1. Given the reactants CO[C:3]1[CH:4]=[C:5]([S:9][C:10]2[CH:26]=[CH:25][C:13]3[S:14][C:15]([C:18]4[CH:23]=[CH:22][N:21]=[C:20]([NH2:24])[N:19]=4)=[C:16]([CH3:17])[C:12]=3[CH:11]=2)[CH:6]=[CH:7][CH:8]=1.SC1C=C(C=CC=1)[C:31]([O:33][CH3:34])=[O:32].COC1C=C(S)C=CC=1, predict the reaction product. (6) The product is: [NH2:1][C:2]1[N:7]([C:8]2[CH:9]=[CH:10][C:11]([OH:14])=[CH:12][CH:13]=2)[C:6](=[O:16])[CH:5]=[CH:4][C:3]=1[C:17](=[O:24])[C:18]1[CH:23]=[CH:22][CH:21]=[CH:20][CH:19]=1. Given the reactants [NH2:1][C:2]1[N:7]([C:8]2[CH:13]=[CH:12][C:11]([O:14]C)=[CH:10][CH:9]=2)[C:6](=[O:16])[CH:5]=[CH:4][C:3]=1[C:17](=[O:24])[C:18]1[CH:23]=[CH:22][CH:21]=[CH:20][CH:19]=1.BrB(Br)Br.C(Cl)Cl.O, predict the reaction product.